This data is from Full USPTO retrosynthesis dataset with 1.9M reactions from patents (1976-2016). The task is: Predict the reactants needed to synthesize the given product. Given the product [Br:1][C:2]1[CH:3]=[C:4]([CH3:9])[C:5]([O:8][CH2:23][C@H:24]2[CH2:26][C:25]2([F:28])[F:27])=[CH:6][N:7]=1, predict the reactants needed to synthesize it. The reactants are: [Br:1][C:2]1[N:7]=[CH:6][C:5]([OH:8])=[C:4]([CH3:9])[CH:3]=1.[N+](C1C=CC(S(O[CH2:23][C@H:24]2[CH2:26][C:25]2([F:28])[F:27])(=O)=O)=CC=1)([O-])=O.[H-].[Na+].